From a dataset of Reaction yield outcomes from USPTO patents with 853,638 reactions. Predict the reaction yield, written as a fraction of the theoretical maximum amount of product (1.0 means a 100% yield; for example, 0.34 means a 34% yield). (1) The reactants are [CH3:1][C:2]1([CH3:19])[CH2:6][O:5][C:4]2[CH:7]=[C:8]([CH3:18])[C:9]([C:11]3[CH:12]=[CH:13][C:14]([NH2:17])=[N:15][CH:16]=3)=[CH:10][C:3]1=2.[F:20][C:21]1[CH:29]=[CH:28][CH:27]=[C:26]([F:30])[C:22]=1[C:23](Cl)=[O:24].CCN(C(C)C)C(C)C.C([O-])(O)=O.[Na+].C(Cl)Cl. The catalyst is C(Cl)Cl. The product is [F:20][C:21]1[CH:29]=[CH:28][CH:27]=[C:26]([F:30])[C:22]=1[C:23]([NH:17][C:14]1[CH:13]=[CH:12][C:11]([C:9]2[C:8]([CH3:18])=[CH:7][C:4]3[O:5][CH2:6][C:2]([CH3:19])([CH3:1])[C:3]=3[CH:10]=2)=[CH:16][N:15]=1)=[O:24]. The yield is 0.510. (2) The reactants are [CH2:1]([C:3]1[CH:8]=[C:7]([O:9]COCC[Si](C)(C)C)[C:6]([F:18])=[CH:5][C:4]=1[C:19]1[N:24]=[C:23]2[N:25](COCC[Si](C)(C)C)[N:26]=[C:27]([C:28](O)=[O:29])[C:22]2=[C:21]([NH:39][CH2:40][C:41]2[CH:46]=[CH:45][CH:44]=[CH:43][C:42]=2[N:47]([CH3:57])[S:48]([C:51]2[CH:56]=[CH:55][CH:54]=[CH:53][CH:52]=2)(=[O:50])=[O:49])[N:20]=1)[CH3:2].C[N:59]1CCOCC1.C(OC(Cl)=O)C(C)C.N. The catalyst is C1COCC1. The product is [CH2:1]([C:3]1[CH:8]=[C:7]([OH:9])[C:6]([F:18])=[CH:5][C:4]=1[C:19]1[N:24]=[C:23]2[NH:25][N:26]=[C:27]([C:28]([NH2:59])=[O:29])[C:22]2=[C:21]([NH:39][CH2:40][C:41]2[CH:46]=[CH:45][CH:44]=[CH:43][C:42]=2[N:47]([CH3:57])[S:48]([C:51]2[CH:52]=[CH:53][CH:54]=[CH:55][CH:56]=2)(=[O:49])=[O:50])[N:20]=1)[CH3:2]. The yield is 0.270. (3) The reactants are Br[C:2]1[CH:3]=[C:4]([NH:8][C:9](=[O:11])[CH3:10])[CH:5]=[N:6][CH:7]=1.[CH3:12][C:13]1([CH3:29])[C:17]([CH3:19])([CH3:18])[O:16][B:15]([B:15]2[O:16][C:17]([CH3:19])([CH3:18])[C:13]([CH3:29])([CH3:12])[O:14]2)[O:14]1.C([O-])(=O)C.[K+]. The catalyst is O1CCOCC1.C(OCC)(=O)C.C1C=CC(P(C2C=CC=CC=2)[C-]2C=CC=C2)=CC=1.C1C=CC(P(C2C=CC=CC=2)[C-]2C=CC=C2)=CC=1.Cl[Pd]Cl.[Fe+2]. The product is [CH3:12][C:13]1([CH3:29])[C:17]([CH3:19])([CH3:18])[O:16][B:15]([C:2]2[CH:3]=[C:4]([NH:8][C:9](=[O:11])[CH3:10])[CH:5]=[N:6][CH:7]=2)[O:14]1. The yield is 2.58. (4) The reactants are [C:1]([O:5][C:6]([N:8]1[CH2:13][CH2:12][CH2:11][C@H:10]([CH2:14][O:15][C:16]2[CH:21]=[CH:20][CH:19]=[CH:18][C:17]=2[OH:22])[CH2:9]1)=[O:7])([CH3:4])([CH3:3])[CH3:2].[CH:23]1(O)[CH2:28][CH2:27][CH2:26][CH2:25][CH2:24]1.C1(P(C2C=CC=CC=2)C2C=CC=CC=2)C=CC=CC=1.N(C(OC(C)C)=O)=NC(OC(C)C)=O.CC(OC(/N=N/C(OC(C)C)=O)=O)C. The catalyst is C1COCC1. The product is [C:1]([O:5][C:6]([N:8]1[CH2:13][CH2:12][CH2:11][C@H:10]([CH2:14][O:15][C:16]2[CH:21]=[CH:20][CH:19]=[CH:18][C:17]=2[O:22][CH:23]2[CH2:28][CH2:27][CH2:26][CH2:25][CH2:24]2)[CH2:9]1)=[O:7])([CH3:4])([CH3:2])[CH3:3]. The yield is 0.590. (5) The reactants are [O:1]([C@H:9]([CH3:13])[CH2:10][CH2:11][OH:12])[Si:2]([C:5]([CH3:8])([CH3:7])[CH3:6])([CH3:4])[CH3:3].C[Si]([N-][Si](C)(C)C)(C)C.[Na+].[F:24][C:25]1[CH:26]=[C:27]([N:32]2[C:37](=[O:38])[C:36](Br)=[C:35]([Br:40])[CH:34]=[N:33]2)[CH:28]=[CH:29][C:30]=1[F:31]. The catalyst is C1COCC1. The product is [F:24][C:25]1[CH:26]=[C:27]([N:32]2[C:37](=[O:38])[C:36]([O:12][CH2:11][CH2:10][C@H:9]([O:1][Si:2]([C:5]([CH3:6])([CH3:7])[CH3:8])([CH3:4])[CH3:3])[CH3:13])=[C:35]([Br:40])[CH:34]=[N:33]2)[CH:28]=[CH:29][C:30]=1[F:31]. The yield is 0.510. (6) The product is [C:1]([C:3]1[CH:4]=[C:5]([C:9]2[CH2:14][CH2:13][N:12]([C:15]([O:17][C:18]([CH3:21])([CH3:20])[CH3:19])=[O:16])[CH2:11][CH:10]=2)[CH:6]=[CH:7][CH:8]=1)#[N:2]. The reactants are [C:1]([C:3]1[CH:4]=[C:5]([C:9]2(O)[CH2:14][CH2:13][N:12]([C:15]([O:17][C:18]([CH3:21])([CH3:20])[CH3:19])=[O:16])[CH2:11][CH2:10]2)[CH:6]=[CH:7][CH:8]=1)#[N:2].O=P(Cl)(Cl)Cl. The yield is 0.500. The catalyst is N1C=CC=CC=1. (7) The reactants are CN(C)[CH:3]=[C:4]([C:13]1[CH:14]=[N:15][CH:16]=[CH:17][CH:18]=1)[C:5]([C:7]1[CH:11]=[CH:10][O:9][C:8]=1[CH3:12])=O.Cl.[CH3:21][CH:22]1[CH2:27][CH2:26][CH2:25][N:24]([C:28](=[NH:30])[NH2:29])[CH2:23]1.CC(C)([O-])C.[K+]. The catalyst is C(O)C.O. The product is [CH3:12][C:8]1[O:9][CH:10]=[CH:11][C:7]=1[C:5]1[C:4]([C:13]2[CH:14]=[N:15][CH:16]=[CH:17][CH:18]=2)=[CH:3][N:29]=[C:28]([N:24]2[CH2:25][CH2:26][CH2:27][CH:22]([CH3:21])[CH2:23]2)[N:30]=1. The yield is 0.0800.